The task is: Predict the reaction yield, written as a fraction of the theoretical maximum amount of product (1.0 means a 100% yield; for example, 0.34 means a 34% yield).. This data is from Reaction yield outcomes from USPTO patents with 853,638 reactions. (1) The reactants are [OH:1][CH2:2][CH2:3][CH2:4][CH2:5][O:6][C:7](=[O:10])[CH:8]=[CH2:9].[CH3:11][O:12][C:13](=[O:17])[C:14]([CH3:16])=[CH2:15].CC(N=NC(C#N)(C)C)(C#N)C. The catalyst is C1COCC1. The product is [OH:1][CH2:2][CH2:3][CH2:4][CH2:5][O:6][C:7](=[O:10])[CH:8]=[CH2:9].[CH3:11][O:12][C:13](=[O:17])[C:14]([CH3:16])=[CH2:15]. The yield is 0.810. (2) The reactants are [CH3:1][C:2]1[C:11]2[C:6](=[CH:7][CH:8]=[CH:9][CH:10]=2)[C:5]([C:12]([NH:14][C:15]2[C:16]([C:21]([O:23][CH3:24])=[O:22])=[N:17][CH:18]=[CH:19][N:20]=2)=[O:13])=[CH:4][CH:3]=1.C1C(=O)N(Br)C(=O)C1.C1(C#N)CCCCC1.[NH:41]1[CH:45]=[CH:44][N:43]=[N:42]1. The catalyst is C(Cl)CCl. The product is [N:41]1([CH2:1][C:2]2[C:11]3[C:6](=[CH:7][CH:8]=[CH:9][CH:10]=3)[C:5]([C:12]([NH:14][C:15]3[C:16]([C:21]([O:23][CH3:24])=[O:22])=[N:17][CH:18]=[CH:19][N:20]=3)=[O:13])=[CH:4][CH:3]=2)[CH:45]=[CH:44][N:43]=[N:42]1. The yield is 0.400. (3) The reactants are [Cl:1][C:2]1[CH:10]=[CH:9][C:5]([CH2:6][C:7]#[N:8])=[C:4]([CH3:11])[CH:3]=1.[Cl:12][C:13]1[C:14]([F:21])=[C:15]([CH:18]=[CH:19][CH:20]=1)[CH:16]=O.C[O-].[Na+]. The catalyst is CO. The product is [Cl:12][C:13]1[C:14]([F:21])=[C:15](/[CH:16]=[C:6](/[C:5]2[CH:9]=[CH:10][C:2]([Cl:1])=[CH:3][C:4]=2[CH3:11])\[C:7]#[N:8])[CH:18]=[CH:19][CH:20]=1. The yield is 0.620. (4) The reactants are Cl[CH2:2][CH:3]1[C:11]2[C:10]3[CH:12]=[CH:13][CH:14]=[C:15]([C:16](=[O:19])[NH:17][CH3:18])[C:9]=3[C:8]([OH:20])=[CH:7][C:6]=2[N:5]([C:21](OC(C)(C)C)=[O:22])[CH2:4]1.CCN=C=N[CH2:33][CH2:34][CH2:35][N:36]([CH3:38])C.[ClH:39]. The catalyst is CCOC(C)=O. The product is [NH:36]1[C:38]2[C:33](=[CH:10][CH:9]=[CH:8][CH:7]=2)[CH:34]=[C:35]1[C:21]([NH:5][C:4]1[CH:3]=[C:11]2[C:35](=[CH:34][CH:33]=1)[NH:36][C:38]([C:21]([N:5]1[C:6]3[CH:7]=[C:8]([OH:20])[C:9]4[C:15]([C:16]([NH:17][CH3:18])=[O:19])=[CH:14][CH:13]=[CH:12][C:10]=4[C:11]=3[CH:3]([CH2:2][Cl:39])[CH2:4]1)=[O:22])=[CH:6]2)=[O:22]. The yield is 0.310. (5) The reactants are C1C=C(Cl)C=C(C(OO)=[O:9])C=1.[Cl:12][C:13]1[C:18]([CH:19]=[CH2:20])=[CH:17][C:16]([C:21]#[N:22])=[CH:15][C:14]=1[NH:23][C:24](=[O:30])[O:25][C:26]([CH3:29])([CH3:28])[CH3:27]. The catalyst is C(Cl)Cl. The product is [Cl:12][C:13]1[C:18]([CH:19]2[CH2:20][O:9]2)=[CH:17][C:16]([C:21]#[N:22])=[CH:15][C:14]=1[NH:23][C:24](=[O:30])[O:25][C:26]([CH3:29])([CH3:28])[CH3:27]. The yield is 0.940. (6) The reactants are C(OP([O-])(OCC)=O)C.[C:10]([IH+:14]([C:21]([CH3:24])([CH3:23])[CH3:22])[C:15]1[CH:20]=[CH:19][CH:18]=[CH:17][CH:16]=1)([CH3:13])([CH3:12])[CH3:11].[F:25][C:26]([F:41])([S:37]([O-:40])(=[O:39])=[O:38])[C:27]([F:36])([F:35])[C:28]([F:34])([F:33])[C:29]([F:32])([F:31])[F:30].[Na+]. The catalyst is O. The product is [F:41][C:26]([F:25])([S:37]([O-:40])(=[O:39])=[O:38])[C:27]([F:35])([F:36])[C:28]([F:34])([F:33])[C:29]([F:32])([F:31])[F:30].[C:21]([IH+:14]([C:10]([CH3:13])([CH3:12])[CH3:11])[C:15]1[CH:20]=[CH:19][CH:18]=[CH:17][CH:16]=1)([CH3:24])([CH3:23])[CH3:22]. The yield is 0.810.